This data is from Reaction yield outcomes from USPTO patents with 853,638 reactions. The task is: Predict the reaction yield, written as a fraction of the theoretical maximum amount of product (1.0 means a 100% yield; for example, 0.34 means a 34% yield). (1) The reactants are [C:1]([C:5]1[CH:37]=[CH:36][C:8]([CH2:9][N:10]2[C:14](=[O:15])[N:13]([CH2:16][CH3:17])[C:12]([CH2:18][CH2:19][CH2:20][C:21]3[CH:26]=[CH:25][C:24](B4OC(C)(C)C(C)(C)O4)=[CH:23][CH:22]=3)=[N:11]2)=[CH:7][CH:6]=1)([CH3:4])([CH3:3])[CH3:2].[NH2:38][C:39]1[CH:44]=[CH:43][CH:42]=[C:41](Br)[N:40]=1.C(=O)([O-])[O-].[K+].[K+]. The catalyst is COCCOC.O.C1C=CC([P]([Pd]([P](C2C=CC=CC=2)(C2C=CC=CC=2)C2C=CC=CC=2)([P](C2C=CC=CC=2)(C2C=CC=CC=2)C2C=CC=CC=2)[P](C2C=CC=CC=2)(C2C=CC=CC=2)C2C=CC=CC=2)(C2C=CC=CC=2)C2C=CC=CC=2)=CC=1. The product is [NH2:38][C:39]1[N:40]=[C:41]([C:24]2[CH:23]=[CH:22][C:21]([CH2:20][CH2:19][CH2:18][C:12]3[N:13]([CH2:16][CH3:17])[C:14](=[O:15])[N:10]([CH2:9][C:8]4[CH:36]=[CH:37][C:5]([C:1]([CH3:2])([CH3:4])[CH3:3])=[CH:6][CH:7]=4)[N:11]=3)=[CH:26][CH:25]=2)[CH:42]=[CH:43][CH:44]=1. The yield is 0.830. (2) The reactants are C([O:5][C:6]([C:8]1[NH:17][C:16]2[CH2:15][CH2:14][CH2:13][N:12]([CH2:18][CH2:19][N:20]([CH3:22])[CH3:21])[C:11](=[O:23])[C:10]=2[C:9]=1[CH3:24])=O)(C)(C)C.FC(F)(F)C(O)=O.C(OC(OCC)OCC)C. No catalyst specified. The product is [CH3:22][N:20]([CH3:21])[CH2:19][CH2:18][N:12]1[CH2:13][CH2:14][CH2:15][C:16]2[NH:17][C:8]([CH:6]=[O:5])=[C:9]([CH3:24])[C:10]=2[C:11]1=[O:23]. The yield is 0.370. (3) The reactants are [CH3:1][C@@H:2]1[CH2:6][CH2:5][C:4](=C(C)C)[CH:3]1[C:10]([O:12][CH2:13][CH3:14])=[O:11].C(=O)=[O:16].C(O)(C)C. The catalyst is C(OCC)(=O)C. The product is [CH3:1][C@@H:2]1[CH2:6][CH2:5][C:4](=[O:16])[CH:3]1[C:10]([O:12][CH2:13][CH3:14])=[O:11]. The yield is 0.960.